Dataset: NCI-60 drug combinations with 297,098 pairs across 59 cell lines. Task: Regression. Given two drug SMILES strings and cell line genomic features, predict the synergy score measuring deviation from expected non-interaction effect. (1) Drug 1: CCC1=CC2CC(C3=C(CN(C2)C1)C4=CC=CC=C4N3)(C5=C(C=C6C(=C5)C78CCN9C7C(C=CC9)(C(C(C8N6C)(C(=O)OC)O)OC(=O)C)CC)OC)C(=O)OC.C(C(C(=O)O)O)(C(=O)O)O. Drug 2: C1CC(=O)NC(=O)C1N2C(=O)C3=CC=CC=C3C2=O. Cell line: NCI-H522. Synergy scores: CSS=56.5, Synergy_ZIP=7.37, Synergy_Bliss=6.72, Synergy_Loewe=-37.8, Synergy_HSA=6.25. (2) Drug 1: CCCS(=O)(=O)NC1=C(C(=C(C=C1)F)C(=O)C2=CNC3=C2C=C(C=N3)C4=CC=C(C=C4)Cl)F. Drug 2: CN(CC1=CN=C2C(=N1)C(=NC(=N2)N)N)C3=CC=C(C=C3)C(=O)NC(CCC(=O)O)C(=O)O. Cell line: HT29. Synergy scores: CSS=46.7, Synergy_ZIP=-9.16, Synergy_Bliss=-9.72, Synergy_Loewe=-7.22, Synergy_HSA=-4.07. (3) Drug 1: CS(=O)(=O)CCNCC1=CC=C(O1)C2=CC3=C(C=C2)N=CN=C3NC4=CC(=C(C=C4)OCC5=CC(=CC=C5)F)Cl. Drug 2: CCN(CC)CCNC(=O)C1=C(NC(=C1C)C=C2C3=C(C=CC(=C3)F)NC2=O)C. Cell line: SK-OV-3. Synergy scores: CSS=16.0, Synergy_ZIP=-6.74, Synergy_Bliss=0.509, Synergy_Loewe=-7.13, Synergy_HSA=0.915. (4) Drug 1: CN1C2=C(C=C(C=C2)N(CCCl)CCCl)N=C1CCCC(=O)O.Cl. Drug 2: C(CCl)NC(=O)N(CCCl)N=O. Cell line: OVCAR-8. Synergy scores: CSS=5.68, Synergy_ZIP=-3.52, Synergy_Bliss=-1.31, Synergy_Loewe=-0.156, Synergy_HSA=0.269. (5) Drug 1: CCC1=CC2CC(C3=C(CN(C2)C1)C4=CC=CC=C4N3)(C5=C(C=C6C(=C5)C78CCN9C7C(C=CC9)(C(C(C8N6C)(C(=O)OC)O)OC(=O)C)CC)OC)C(=O)OC.C(C(C(=O)O)O)(C(=O)O)O. Drug 2: CC(CN1CC(=O)NC(=O)C1)N2CC(=O)NC(=O)C2. Cell line: MALME-3M. Synergy scores: CSS=34.8, Synergy_ZIP=0.952, Synergy_Bliss=0.952, Synergy_Loewe=-12.1, Synergy_HSA=3.37. (6) Drug 1: CS(=O)(=O)C1=CC(=C(C=C1)C(=O)NC2=CC(=C(C=C2)Cl)C3=CC=CC=N3)Cl. Drug 2: CC1=C2C(C(=O)C3(C(CC4C(C3C(C(C2(C)C)(CC1OC(=O)C(C(C5=CC=CC=C5)NC(=O)C6=CC=CC=C6)O)O)OC(=O)C7=CC=CC=C7)(CO4)OC(=O)C)O)C)OC(=O)C. Cell line: HCT116. Synergy scores: CSS=69.7, Synergy_ZIP=15.8, Synergy_Bliss=12.4, Synergy_Loewe=-7.95, Synergy_HSA=11.7. (7) Drug 1: CC1OCC2C(O1)C(C(C(O2)OC3C4COC(=O)C4C(C5=CC6=C(C=C35)OCO6)C7=CC(=C(C(=C7)OC)O)OC)O)O. Drug 2: C1=NC(=NC(=O)N1C2C(C(C(O2)CO)O)O)N. Cell line: NCI-H322M. Synergy scores: CSS=19.4, Synergy_ZIP=1.44, Synergy_Bliss=7.03, Synergy_Loewe=5.30, Synergy_HSA=8.25. (8) Drug 1: CN(C(=O)NC(C=O)C(C(C(CO)O)O)O)N=O. Drug 2: CC1=C(C(=O)C2=C(C1=O)N3CC4C(C3(C2COC(=O)N)OC)N4)N. Cell line: 786-0. Synergy scores: CSS=16.3, Synergy_ZIP=-6.35, Synergy_Bliss=2.13, Synergy_Loewe=-24.7, Synergy_HSA=0.751. (9) Drug 1: COC1=CC(=CC(=C1O)OC)C2C3C(COC3=O)C(C4=CC5=C(C=C24)OCO5)OC6C(C(C7C(O6)COC(O7)C8=CC=CS8)O)O. Drug 2: C1C(C(OC1N2C=NC3=C2NC=NCC3O)CO)O. Cell line: T-47D. Synergy scores: CSS=34.9, Synergy_ZIP=-6.91, Synergy_Bliss=-0.986, Synergy_Loewe=-45.4, Synergy_HSA=-0.0101. (10) Drug 1: CCCS(=O)(=O)NC1=C(C(=C(C=C1)F)C(=O)C2=CNC3=C2C=C(C=N3)C4=CC=C(C=C4)Cl)F. Drug 2: CC1=C(C=C(C=C1)C(=O)NC2=CC(=CC(=C2)C(F)(F)F)N3C=C(N=C3)C)NC4=NC=CC(=N4)C5=CN=CC=C5. Cell line: T-47D. Synergy scores: CSS=7.57, Synergy_ZIP=1.56, Synergy_Bliss=6.84, Synergy_Loewe=4.77, Synergy_HSA=5.06.